Dataset: Experimentally validated miRNA-target interactions with 360,000+ pairs, plus equal number of negative samples. Task: Binary Classification. Given a miRNA mature sequence and a target amino acid sequence, predict their likelihood of interaction. (1) The miRNA is mmu-miR-759 with sequence GCAGAGUGCAAACAAUUUUGAC. The protein sequence of the target gene is MDRTLESLRHIIAQALPHRDPALVFKDLNVVSMLQEFWESKQQQKATFSSEGLVVYESMPSSGPPFVSYVTLPGGSCFGNFQCCLSRAEARRDAAKVALINSLFNELPSRRITKEFIMESVQEAVASTRGTLDDADDPSTSVGAYHYMLESNMGKTMLEFQELMTIFQLLHWNGSLKALRETKCSRQEVISYYSQYSLDEKMRSHMALDWIMKERESPGILSQELRAALGQLEEARKAGQELRFYKEKKEILSLALTQIYSDPDPSSPSDDQLSLTALCGYH. Result: 1 (interaction). (2) The miRNA is mmu-let-7b-5p with sequence UGAGGUAGUAGGUUGUGUGGUU. The protein sequence of the target gene is MGDYGFGVLVQSNTGNKSAFPVRFHPHLQPPHHHQNATPNPAAFINNNTAANGSSAGSAWLFPAPATHNIQDEILGSEKAKSQQQEQQDPLEKQQLSPSPGQEAGILPETEKAKAEENPGDSSSENSNGKEKLRIESPVLTGFDYQEATGLGTSTQPLTSSASSLTGFSNWSAAIAPSSSTIINEDASFFHQGGVPGASANNGALLFQNFPHHVSPGFGGSFSPQIGPLSQHHPHHPHFQHHHSQHQQQRRSPASPHPPPFTHRSAAFNQLPHLANNLNKPPSPWSSYQSPSPTPSSSWS.... Result: 1 (interaction). (3) The miRNA is hsa-miR-6830-5p with sequence CCAAGGAAGGAGGCUGGACAUC. The protein sequence of the target gene is MAPSRNGMVLKPHFHKDWQRRVATWFNQPARKIRRRKARQAKARRIAPRPASGPIRPIVRCPTVRYHTKVRAGRGFSLEELRVAGIHKKVARTIGISVDPRRRNKSTESLQANVQRLKEYRSKLILFPRKPSAPKKGDSSAEELKLATQLTGPVMPVRNVYKKEKARVITEEEKNFKAFASLRMARANARLFGIRAKRAKEAAEQDVEKKK. Result: 0 (no interaction). (4) The miRNA is hsa-miR-379-3p with sequence UAUGUAACAUGGUCCACUAACU. The protein sequence of the target gene is MELCQPTSLSDHDQPASGPQRGVMGLVGPDAPRGWSEEPEEHAQLQRWPEGPNAPICWPEEVEEPHAPSRWAKEPNAPRCSSQEPDESCHLAEELEESDSPRCWPQEPDTPCHLAKELEEPDAPRCLPQEPDTPCYLAKELEEPNIPRCWPQEPDVPCHLAKELEEPDAPRCWPQEPDAFCHLLKEVEEPDALRCWLQGPDAPCHLAKELEDLDSPRCWPQEPDESCHLAKELEEPDAPCHLAKELEEPDAPRCWPQEPDVPCLLAKKWEESDAPCLLTEELEEPDALHCWPQESEAPCL.... Result: 0 (no interaction). (5) The miRNA is hsa-miR-4673 with sequence UCCAGGCAGGAGCCGGACUGGA. The protein sequence of the target gene is MQKIKSLMTRQGLKSPQESLSDLGAIESLRVPGKEEFRELREQPSDPQAEQELINSIEQVYFSVDSFDIVKYELEKLPPVLNLQELEAYRDKLKQQQAAVSKKVADLILEKQPAYVKELERVTSLQTGLQLAAVICTNGRRHLNIAKEGFTQASLGLLANQRKRQLLIGLLKSLRTIKTLQRTDVRLSEMLEEEDYPGAIQLCLECQKAASTFKHYSCISELNSKLQDTLEQIEEQLDVALSKICKNFDINHYTKVQQAYRLLGKTQTAMDQLHMHFTQAIHNTVFQVVLGYVELCAGNT.... Result: 0 (no interaction).